Dataset: Forward reaction prediction with 1.9M reactions from USPTO patents (1976-2016). Task: Predict the product of the given reaction. (1) Given the reactants [CH2:1]([O:3][C:4]([C:6]1[C:15]2[C:10](=[CH:11][C:12](Br)=[CH:13][CH:14]=2)[C:9]([C:17]([O:19][CH2:20][CH3:21])=[O:18])=[CH:8][CH:7]=1)=[O:5])[CH3:2].[CH3:22][CH:23]([CH2:37][CH2:38][CH2:39][CH:40]([CH3:42])[CH3:41])[CH2:24][CH2:25][O:26][C:27]1[CH:32]=[CH:31][C:30](OB(O)O)=[CH:29][CH:28]=1, predict the reaction product. The product is: [CH2:1]([O:3][C:4]([C:6]1[C:15]2[C:10](=[CH:11][C:12]([C:30]3[CH:31]=[CH:32][C:27]([O:26][CH2:25][CH2:24][CH:23]([CH3:22])[CH2:37][CH2:38][CH2:39][CH:40]([CH3:42])[CH3:41])=[CH:28][CH:29]=3)=[CH:13][CH:14]=2)[C:9]([C:17]([O:19][CH2:20][CH3:21])=[O:18])=[CH:8][CH:7]=1)=[O:5])[CH3:2]. (2) Given the reactants C(=O)([O-])[O-].[Cs+].[Cs+].[F:7][C:8]1[C:13]([O:14][CH3:15])=[CH:12][C:11]([O:16][CH3:17])=[C:10]([F:18])[C:9]=1[N:19]1[C:28](=[O:29])[C:27]2([CH2:31][CH2:30]2)[C:26]2[C:21](=[CH:22][N:23]=[C:24]([C:32]3[NH:36][N:35]=[CH:34][C:33]=3[C:37]#[N:38])[CH:25]=2)[CH2:20]1.Br[CH2:40][C:41]#[N:42], predict the reaction product. The product is: [C:41]([CH2:40][N:35]1[CH:34]=[C:33]([C:37]#[N:38])[C:32]([C:24]2[CH:25]=[C:26]3[C:21](=[CH:22][N:23]=2)[CH2:20][N:19]([C:9]2[C:10]([F:18])=[C:11]([O:16][CH3:17])[CH:12]=[C:13]([O:14][CH3:15])[C:8]=2[F:7])[C:28](=[O:29])[C:27]23[CH2:31][CH2:30]2)=[N:36]1)#[N:42].